This data is from NCI-60 drug combinations with 297,098 pairs across 59 cell lines. The task is: Regression. Given two drug SMILES strings and cell line genomic features, predict the synergy score measuring deviation from expected non-interaction effect. (1) Drug 1: CC1=CC=C(C=C1)C2=CC(=NN2C3=CC=C(C=C3)S(=O)(=O)N)C(F)(F)F. Drug 2: C(CN)CNCCSP(=O)(O)O. Cell line: K-562. Synergy scores: CSS=-4.15, Synergy_ZIP=6.09, Synergy_Bliss=10.8, Synergy_Loewe=-2.75, Synergy_HSA=1.10. (2) Drug 1: C1CCC(C1)C(CC#N)N2C=C(C=N2)C3=C4C=CNC4=NC=N3. Drug 2: CNC(=O)C1=CC=CC=C1SC2=CC3=C(C=C2)C(=NN3)C=CC4=CC=CC=N4. Cell line: UACC62. Synergy scores: CSS=-3.28, Synergy_ZIP=3.74, Synergy_Bliss=1.51, Synergy_Loewe=-11.1, Synergy_HSA=-8.01. (3) Drug 1: C1=C(C(=O)NC(=O)N1)N(CCCl)CCCl. Drug 2: CC1C(C(CC(O1)OC2CC(CC3=C2C(=C4C(=C3O)C(=O)C5=C(C4=O)C(=CC=C5)OC)O)(C(=O)CO)O)N)O.Cl. Cell line: SF-539. Synergy scores: CSS=74.7, Synergy_ZIP=0.377, Synergy_Bliss=-1.05, Synergy_Loewe=0.0349, Synergy_HSA=1.85. (4) Synergy scores: CSS=58.7, Synergy_ZIP=0.289, Synergy_Bliss=-0.172, Synergy_Loewe=-57.6, Synergy_HSA=-1.20. Cell line: SF-295. Drug 1: CC=C1C(=O)NC(C(=O)OC2CC(=O)NC(C(=O)NC(CSSCCC=C2)C(=O)N1)C(C)C)C(C)C. Drug 2: C1CNP(=O)(OC1)N(CCCl)CCCl. (5) Drug 1: COC1=NC(=NC2=C1N=CN2C3C(C(C(O3)CO)O)O)N. Cell line: SF-539. Synergy scores: CSS=-4.14, Synergy_ZIP=0.496, Synergy_Bliss=-5.29, Synergy_Loewe=-8.92, Synergy_HSA=-8.20. Drug 2: C1=NC2=C(N=C(N=C2N1C3C(C(C(O3)CO)O)F)Cl)N. (6) Drug 1: CC1=C(C=C(C=C1)C(=O)NC2=CC(=CC(=C2)C(F)(F)F)N3C=C(N=C3)C)NC4=NC=CC(=N4)C5=CN=CC=C5. Drug 2: C1CC(=O)NC(=O)C1N2C(=O)C3=CC=CC=C3C2=O. Cell line: SK-MEL-5. Synergy scores: CSS=2.10, Synergy_ZIP=-0.851, Synergy_Bliss=1.02, Synergy_Loewe=-3.95, Synergy_HSA=0.0318. (7) Drug 1: CCC1(CC2CC(C3=C(CCN(C2)C1)C4=CC=CC=C4N3)(C5=C(C=C6C(=C5)C78CCN9C7C(C=CC9)(C(C(C8N6C=O)(C(=O)OC)O)OC(=O)C)CC)OC)C(=O)OC)O.OS(=O)(=O)O. Drug 2: CC1=C(C(CCC1)(C)C)C=CC(=CC=CC(=CC(=O)O)C)C. Cell line: CAKI-1. Synergy scores: CSS=42.1, Synergy_ZIP=-5.21, Synergy_Bliss=-1.19, Synergy_Loewe=1.53, Synergy_HSA=2.03. (8) Drug 1: CC1=CC2C(CCC3(C2CCC3(C(=O)C)OC(=O)C)C)C4(C1=CC(=O)CC4)C. Drug 2: N.N.Cl[Pt+2]Cl. Cell line: IGROV1. Synergy scores: CSS=0.173, Synergy_ZIP=0.539, Synergy_Bliss=0.239, Synergy_Loewe=-3.94, Synergy_HSA=-1.33. (9) Drug 1: CCC1(CC2CC(C3=C(CCN(C2)C1)C4=CC=CC=C4N3)(C5=C(C=C6C(=C5)C78CCN9C7C(C=CC9)(C(C(C8N6C=O)(C(=O)OC)O)OC(=O)C)CC)OC)C(=O)OC)O.OS(=O)(=O)O. Drug 2: N.N.Cl[Pt+2]Cl. Cell line: OVCAR-4. Synergy scores: CSS=41.4, Synergy_ZIP=-5.67, Synergy_Bliss=-2.87, Synergy_Loewe=-10.4, Synergy_HSA=-1.60.